From a dataset of Reaction yield outcomes from USPTO patents with 853,638 reactions. Predict the reaction yield, written as a fraction of the theoretical maximum amount of product (1.0 means a 100% yield; for example, 0.34 means a 34% yield). (1) The reactants are [NH2:1][C:2]1[C:7]2[N:8]([CH2:22][CH2:23][CH2:24][OH:25])[C:9]([NH:11][C:12]3[C:13]([O:20][CH3:21])=[N:14][C:15]([O:18][CH3:19])=[N:16][CH:17]=3)=[N:10][C:6]=2[CH:5]=[CH:4][CH:3]=1.[CH:26](=O)[CH3:27].[C:29](O)(=O)[CH3:30].C(O[BH-](OC(=O)C)OC(=O)C)(=O)C.[Na+].C(=O)(O)[O-].[Na+]. The catalyst is O1CCCC1. The product is [CH2:29]([N:1]([CH2:26][CH3:27])[C:2]1[C:7]2[N:8]([CH2:22][CH2:23][CH2:24][OH:25])[C:9]([NH:11][C:12]3[C:13]([O:20][CH3:21])=[N:14][C:15]([O:18][CH3:19])=[N:16][CH:17]=3)=[N:10][C:6]=2[CH:5]=[CH:4][CH:3]=1)[CH3:30]. The yield is 0.780. (2) The reactants are [N+:1]([C:4]1[CH:5]=[C:6]([CH:14]=[CH:15][C:16]=1[N+:17]([O-])=O)[CH2:7][N:8]1[CH2:13][CH2:12][O:11][CH2:10][CH2:9]1)([O-])=O. The catalyst is [Fe].O1CCOCC1.O. The product is [N:8]1([CH2:7][C:6]2[CH:5]=[C:4]([NH2:1])[C:16]([NH2:17])=[CH:15][CH:14]=2)[CH2:13][CH2:12][O:11][CH2:10][CH2:9]1. The yield is 0.730. (3) The reactants are O(C(C)(C)C)[K].[O:7]1[C:11]2[CH:12]=[CH:13][CH:14]=[C:15]([O:16][CH2:17][CH2:18][OH:19])[C:10]=2[O:9][CH2:8]1.[Cl:20][C:21]1[C:22]([N:31]2[CH2:36][CH2:35][N:34](C(OC(C)(C)C)=O)[CH2:33][CH:32]2[CH3:44])=[N:23][C:24]2[C:29]([N:30]=1)=[CH:28][CH:27]=[CH:26][CH:25]=2. The catalyst is O1CCOCC1. The product is [ClH:20].[O:7]1[C:11]2[CH:12]=[CH:13][CH:14]=[C:15]([O:16][CH2:17][CH2:18][O:19][C:21]3[C:22]([N:31]4[CH2:36][CH2:35][NH:34][CH2:33][CH:32]4[CH3:44])=[N:23][C:24]4[C:29](=[CH:28][CH:27]=[CH:26][CH:25]=4)[N:30]=3)[C:10]=2[O:9][CH2:8]1. The yield is 0.260. (4) The reactants are [F:1][C:2]1[CH:7]=[CH:6][CH:5]=[C:4]([F:8])[C:3]=1[N:9]1[C:14]2[N:15]=[C:16](S(C)(=O)=O)[N:17]=[C:18]([C:19]3[CH:24]=[CH:23][C:22]([F:25])=[CH:21][C:20]=3[CH3:26])[C:13]=2[CH:12]=[CH:11][C:10]1=[O:31].Cl.[O:33]1[CH2:37][CH2:36][CH:35]([NH2:38])[CH2:34]1.C(N(CC)CC)C. No catalyst specified. The product is [F:1][C:2]1[CH:7]=[CH:6][CH:5]=[C:4]([F:8])[C:3]=1[N:9]1[C:14]2[N:15]=[C:16]([NH:38][CH:35]3[CH2:36][CH2:37][O:33][CH2:34]3)[N:17]=[C:18]([C:19]3[CH:24]=[CH:23][C:22]([F:25])=[CH:21][C:20]=3[CH3:26])[C:13]=2[CH:12]=[CH:11][C:10]1=[O:31]. The yield is 0.300. (5) The reactants are [Cl:1][C:2]1[CH:3]=[C:4]([CH2:8][CH2:9][NH:10][C:11](=[O:13])[CH3:12])[CH:5]=[CH:6][CH:7]=1.[S:14]([Cl:18])(=O)(=[O:16])[OH:15]. No catalyst specified. The product is [C:11]([NH:10][CH2:9][CH2:8][C:4]1[CH:3]=[C:2]([Cl:1])[CH:7]=[CH:6][C:5]=1[S:14]([Cl:18])(=[O:16])=[O:15])(=[O:13])[CH3:12]. The yield is 0.480.